From a dataset of Full USPTO retrosynthesis dataset with 1.9M reactions from patents (1976-2016). Predict the reactants needed to synthesize the given product. Given the product [F:20][C:18]1[CH:19]=[C:14]([C@@H:12]2[CH2:11][NH:10][C:9](=[O:8])[CH2:13]2)[CH:15]=[C:16]([F:22])[C:17]=1[F:21], predict the reactants needed to synthesize it. The reactants are: C(O)(C(F)(F)F)=O.[O:8]=[C:9]1[CH2:13][C@H:12]([C:14]2[CH:19]=[C:18]([F:20])[C:17]([F:21])=[C:16]([F:22])[CH:15]=2)[CH2:11][N:10]1C(OC(C)(C)C)=O.